This data is from Experimentally validated miRNA-target interactions with 360,000+ pairs, plus equal number of negative samples. The task is: Binary Classification. Given a miRNA mature sequence and a target amino acid sequence, predict their likelihood of interaction. (1) The miRNA is hsa-miR-4670-5p with sequence AAGCGACCAUGAUGUAACUUCA. The protein sequence of the target gene is MALVGSRVELDADEDIFEDALETISRSPSDMATSGFHFVPCETKRTSRQLGASAMGRPEGSSAKVDLKSGLEECAEALNLFLSNKFKDALELLRPWAKESMYHALGYSTIVVLQAVMTFEQQDIQNGISAMKDALQTCQKYRKKCTVVESFSSLLSRGSLEQLSEEEMHAEICYAECLLQKAALTFVQDENMINFIKGGLKIRTSYQIYKECLSILHVIQKNKQEQHFFYEFEGGVKLGTGAFNLMLSLLPARIIRLLEFIGFSGNRDLGLLQLREGASGSSMRSPLCCLTILAFHTYIS.... Result: 0 (no interaction). (2) The miRNA is cel-miR-791-3p with sequence UUUGGCACUCCGCAGAUAAGGCAA. The protein sequence of the target gene is MGLYAAAAGVLAGVESRQGSIKGLVYSSNFQNVKQLYALVCETQRYSAVLDAVIASAGLLRAEKKLRPHLAKVLVYELLLGKGFRGGGGRWKALLGRHQARLKAELARLKVHRGVSRNEDLLEVGSRPGPASQLPRFVRVNTLKTCSDDVVDYFKRQGFSYQGRASSLDDLRALKGKHFLLDPLMPELLVFPAQTDLHEHPLYRAGHLILQDRASCLPAMLLDPPPGSHVIDACAAPGNKTSHLAALLKNQGKIFAFDLDAKRLASMATLLARAGVSCCELAEEDFLAVSPSDPRYHEVH.... Result: 0 (no interaction). (3) The miRNA is mmu-miR-181a-5p with sequence AACAUUCAACGCUGUCGGUGAGU. The protein sequence of the target gene is MDDYRYRDNYEGYAPSDGYYRSNEQNQEEDAQSDVTEGHDEEDEIYEGEYQGIPHPDDVKSKQTKMAPSRADGLGGQADLMAERMEDEEELAHQYETIIDECGHGRFQWTLFFVLGLALMADGVEIFVVSFALPSAEKDMCLSSSKKGMLGLIVYLGMMAGAFILGGLADKLGRKKVLSMSLAINASFASLSSFVQGYGAFLFCRLISGIGIGGSLPIVFAYFSEFLSREKRGEHLSWLGIFWMTGGIYASAMAWSIIPHYGWGFSMGTNYHFHSWRVFVIVCALPATVSMVALKFMPES.... Result: 1 (interaction). (4) The miRNA is mmu-miR-500-3p with sequence AAUGCACCUGGGCAAGGGUUCA. The protein sequence of the target gene is MGSLPSRRKSLPSPSLSSSVQGQGPVTMEAERSKATAVALGSFPAGGPAELSLRLGEPLTIVSEDGDWWTVLSEVSGREYNIPSVHVAKVSHGWLYEGLSREKAEELLLLPGNPGGAFLIRESQTRRGSYSLSVRLSRPASWDRIRHYRIHCLDNGWLYISPRLTFPSLQALVDHYSELADDICCLLKEPCVLQRAGPLPGKDIPLPVTVQRTPLNWKELDSSLLFSEAATGEESLLSEGLRESLSFYISLNDEAVSLDDA. Result: 0 (no interaction).